From a dataset of Full USPTO retrosynthesis dataset with 1.9M reactions from patents (1976-2016). Predict the reactants needed to synthesize the given product. (1) Given the product [NH2:16][CH2:15][CH2:14][CH2:13][O:12][C:4]1[CH:3]=[C:2]([Br:1])[CH:11]=[CH:10][C:5]=1[C:6]([O:8][CH3:9])=[O:7], predict the reactants needed to synthesize it. The reactants are: [Br:1][C:2]1[CH:11]=[CH:10][C:5]([C:6]([O:8][CH3:9])=[O:7])=[C:4]([O:12][CH2:13][CH2:14][CH2:15][NH:16]C(OC(C)(C)C)=O)[CH:3]=1.FC(F)(F)C(O)=O. (2) The reactants are: [C:1]1([CH2:11][C:12](=O)[CH3:13])[C:10]2[C:5](=[CH:6][CH:7]=[CH:8][CH:9]=2)[CH:4]=[CH:3][CH:2]=1.Cl[CH2:16][C:17]([NH2:19])=O.CC(C)([O-])C.[K+].N1CC(=O)C=C1.B1C2CCCC1CCC2. Given the product [CH3:13][C:12]1[NH:19][CH:17]=[CH:16][C:11]=1[C:1]1[C:10]2[C:5](=[CH:6][CH:7]=[CH:8][CH:9]=2)[CH:4]=[CH:3][CH:2]=1, predict the reactants needed to synthesize it. (3) Given the product [Cl:1][C:2]1[CH:8]=[CH:7][C:5]([NH2:6])=[C:4]([C:9]2[C:14]([CH3:18])=[C:13]([O:15][CH3:16])[N:12]=[CH:11][N:10]=2)[CH:3]=1, predict the reactants needed to synthesize it. The reactants are: [Cl:1][C:2]1[CH:8]=[CH:7][C:5]([NH2:6])=[C:4]([C:9]2[CH:14]=[C:13]([O:15][CH3:16])[N:12]=[CH:11][N:10]=2)[CH:3]=1.Cl[C:18]1C(C)=C(OC)N=CN=1. (4) Given the product [NH2:1][C:2]1[C:11]([NH2:12])=[CH:10][CH:9]=[C:8]2[C:3]=1[CH:4]=[CH:5][CH:6]=[N:7]2, predict the reactants needed to synthesize it. The reactants are: [NH2:1][C:2]1[C:11]([N+:12]([O-])=O)=[CH:10][CH:9]=[C:8]2[C:3]=1[CH:4]=[CH:5][CH:6]=[N:7]2. (5) Given the product [Cl:1][C:2]1[S:6][C:5]([C:7]([NH:9][CH2:10][CH:11]2[O:15][C:14](=[O:16])[N:13]([C:17]3[CH:22]=[CH:21][C:20]([N:23]4[CH2:29][CH2:28][CH2:27][S:24]4(=[O:26])=[O:25])=[CH:19][CH:18]=3)[CH2:12]2)=[O:8])=[CH:4][CH:3]=1, predict the reactants needed to synthesize it. The reactants are: [Cl:1][C:2]1[S:6][C:5]([C:7]([NH:9][CH2:10][CH:11]2[O:15][C:14](=[O:16])[N:13]([C:17]3[CH:22]=[CH:21][C:20]([NH:23][S:24]([CH2:27][CH2:28][CH2:29]Cl)(=[O:26])=[O:25])=[CH:19][CH:18]=3)[CH2:12]2)=[O:8])=[CH:4][CH:3]=1.C(=O)([O-])[O-].[K+].[K+].ClCCl. (6) The reactants are: [F:1][C:2]1[CH:3]=[C:4]([NH:9][C:10]2[CH:15]=[C:14]([F:16])[CH:13]=[CH:12][C:11]=2[N+:17]([O-])=O)[CH:5]=[C:6]([F:8])[CH:7]=1. Given the product [F:1][C:2]1[CH:3]=[C:4]([NH:9][C:10]2[C:11]([NH2:17])=[CH:12][CH:13]=[C:14]([F:16])[CH:15]=2)[CH:5]=[C:6]([F:8])[CH:7]=1, predict the reactants needed to synthesize it. (7) Given the product [CH2:1]([C:3]1[N:4]=[CH:5][NH:6][C:7]=1[CH2:8][OH:9])[CH3:2], predict the reactants needed to synthesize it. The reactants are: [CH2:1]([C:3]1[N:4]=[CH:5][NH:6][C:7]=1[C:8](OCC)=[O:9])[CH3:2].[H-].[Al+3].[Li+].[H-].[H-].[H-].